Dataset: Reaction yield outcomes from USPTO patents with 853,638 reactions. Task: Predict the reaction yield, written as a fraction of the theoretical maximum amount of product (1.0 means a 100% yield; for example, 0.34 means a 34% yield). (1) The reactants are Cl[C:2]1[C:11]2[C:6](=[CH:7][CH:8]=[C:9]([F:12])[CH:10]=2)[N:5]([CH2:13][C:14]2[CH:19]=[CH:18][C:17]([F:20])=[CH:16][CH:15]=2)[C:4](=[O:21])[C:3]=1[C:22]#[N:23].[NH:24]1[CH2:29][CH2:28][NH:27][CH2:26][CH2:25]1. The catalyst is ClCCl. The product is [F:12][C:9]1[CH:10]=[C:11]2[C:6](=[CH:7][CH:8]=1)[N:5]([CH2:13][C:14]1[CH:19]=[CH:18][C:17]([F:20])=[CH:16][CH:15]=1)[C:4](=[O:21])[C:3]([C:22]#[N:23])=[C:2]2[N:24]1[CH2:29][CH2:28][NH:27][CH2:26][CH2:25]1. The yield is 0.950. (2) The reactants are [Br:1][C:2]1[CH:7]=[CH:6][C:5]([C:8]2[CH:13]=[CH:12][C:11]([OH:14])=[CH:10][CH:9]=2)=[CH:4][CH:3]=1.Br[CH2:16][CH2:17][CH2:18][CH2:19][CH2:20][CH2:21][CH2:22][CH3:23].C(=O)([O-])[O-].[K+].[K+]. The catalyst is CC(=O)CC. The product is [Br:1][C:2]1[CH:3]=[CH:4][C:5]([C:8]2[CH:13]=[CH:12][C:11]([O:14][CH2:16][CH2:17][CH2:18][CH2:19][CH2:20][CH2:21][CH2:22][CH3:23])=[CH:10][CH:9]=2)=[CH:6][CH:7]=1. The yield is 0.660.